Dataset: Reaction yield outcomes from USPTO patents with 853,638 reactions. Task: Predict the reaction yield, written as a fraction of the theoretical maximum amount of product (1.0 means a 100% yield; for example, 0.34 means a 34% yield). (1) The reactants are [CH2:1]([N:8]1[C:17]2[C:12](=[CH:13][C:14]([F:18])=[CH:15][CH:16]=2)[C:11](Cl)=[C:10]([C:20]#[N:21])[C:9]1=[O:22])[C:2]1[CH:7]=[CH:6][CH:5]=[CH:4][CH:3]=1.[NH:23]1[CH2:28][CH2:27][NH:26][CH2:25][CH2:24]1. The catalyst is ClCCl. The product is [CH2:1]([N:8]1[C:17]2[C:12](=[CH:13][C:14]([F:18])=[CH:15][CH:16]=2)[C:11]([N:23]2[CH2:28][CH2:27][NH:26][CH2:25][CH2:24]2)=[C:10]([C:20]#[N:21])[C:9]1=[O:22])[C:2]1[CH:7]=[CH:6][CH:5]=[CH:4][CH:3]=1. The yield is 0.960. (2) The product is [F:1][C:2]1[C:15]([NH:16][CH2:17][C:18]2[CH:23]=[C:22]([C:24]3[CH:29]=[CH:28][CH:27]=[C:26]([F:30])[CH:25]=3)[CH:21]=[CH:20][C:19]=2[F:31])=[C:14]([F:32])[CH:13]=[CH:12][C:3]=1[O:4][CH2:5][C:6]([NH:36][CH2:34][CH3:35])=[O:7]. The yield is 0.800. No catalyst specified. The reactants are [F:1][C:2]1[C:15]([NH:16][CH2:17][C:18]2[CH:23]=[C:22]([C:24]3[CH:29]=[CH:28][CH:27]=[C:26]([F:30])[CH:25]=3)[CH:21]=[CH:20][C:19]=2[F:31])=[C:14]([F:32])[CH:13]=[CH:12][C:3]=1[O:4][CH2:5][C:6](OC(C)C)=[O:7].O.[CH2:34]([NH2:36])[CH3:35]. (3) The reactants are [CH3:1][C:2]1[CH:3]([C:10]2[CH:17]=[CH:16][CH:15]=[CH:14][C:11]=2[CH:12]=O)[C:4]([CH3:9])=[C:5]([CH3:8])[C:6]=1[CH3:7].[C:18]1([NH:24][NH2:25])[CH:23]=[CH:22][CH:21]=[CH:20][CH:19]=1. The catalyst is C(O)C. The product is [C:18]1([NH:24][N:25]=[CH:12][C:11]2[CH:14]=[CH:15][CH:16]=[CH:17][C:10]=2[CH:3]2[C:2]([CH3:1])=[C:6]([CH3:7])[C:5]([CH3:8])=[C:4]2[CH3:9])[CH:23]=[CH:22][CH:21]=[CH:20][CH:19]=1. The yield is 0.763. (4) The reactants are [CH3:1][CH:2]1[CH2:6][CH2:5][C:4](=O)[C@@H:3]1[C:8]([O:10][CH2:11][CH3:12])=[O:9].C([O-])(=O)C.[NH4+:17]. The catalyst is CO. The product is [NH2:17][C:4]1[CH2:5][CH2:6][C@@H:2]([CH3:1])[C:3]=1[C:8]([O:10][CH2:11][CH3:12])=[O:9]. The yield is 0.970.